Regression. Given two drug SMILES strings and cell line genomic features, predict the synergy score measuring deviation from expected non-interaction effect. From a dataset of NCI-60 drug combinations with 297,098 pairs across 59 cell lines. (1) Drug 1: CC1=CC2C(CCC3(C2CCC3(C(=O)C)OC(=O)C)C)C4(C1=CC(=O)CC4)C. Drug 2: CCC1(CC2CC(C3=C(CCN(C2)C1)C4=CC=CC=C4N3)(C5=C(C=C6C(=C5)C78CCN9C7C(C=CC9)(C(C(C8N6C)(C(=O)OC)O)OC(=O)C)CC)OC)C(=O)OC)O.OS(=O)(=O)O. Cell line: OVCAR3. Synergy scores: CSS=59.3, Synergy_ZIP=-1.78, Synergy_Bliss=-3.26, Synergy_Loewe=-70.7, Synergy_HSA=-4.95. (2) Drug 1: CN1CCC(CC1)COC2=C(C=C3C(=C2)N=CN=C3NC4=C(C=C(C=C4)Br)F)OC. Drug 2: CC12CCC3C(C1CCC2=O)CC(=C)C4=CC(=O)C=CC34C. Cell line: SK-OV-3. Synergy scores: CSS=25.2, Synergy_ZIP=-3.84, Synergy_Bliss=1.08, Synergy_Loewe=0.311, Synergy_HSA=2.82. (3) Drug 2: CN1C2=C(C=C(C=C2)N(CCCl)CCCl)N=C1CCCC(=O)O.Cl. Synergy scores: CSS=0.818, Synergy_ZIP=0.973, Synergy_Bliss=2.17, Synergy_Loewe=2.10, Synergy_HSA=1.21. Drug 1: C1=CC(=CC=C1C#N)C(C2=CC=C(C=C2)C#N)N3C=NC=N3. Cell line: OVCAR-4. (4) Drug 1: C1=CC=C(C(=C1)C(C2=CC=C(C=C2)Cl)C(Cl)Cl)Cl. Drug 2: COCCOC1=C(C=C2C(=C1)C(=NC=N2)NC3=CC=CC(=C3)C#C)OCCOC.Cl. Cell line: NCI-H460. Synergy scores: CSS=-2.76, Synergy_ZIP=0.523, Synergy_Bliss=-1.01, Synergy_Loewe=-1.98, Synergy_HSA=-2.67. (5) Drug 1: CCC1(CC2CC(C3=C(CCN(C2)C1)C4=CC=CC=C4N3)(C5=C(C=C6C(=C5)C78CCN9C7C(C=CC9)(C(C(C8N6C=O)(C(=O)OC)O)OC(=O)C)CC)OC)C(=O)OC)O.OS(=O)(=O)O. Drug 2: CC1=C2C(C(=O)C3(C(CC4C(C3C(C(C2(C)C)(CC1OC(=O)C(C(C5=CC=CC=C5)NC(=O)C6=CC=CC=C6)O)O)OC(=O)C7=CC=CC=C7)(CO4)OC(=O)C)O)C)OC(=O)C. Cell line: SW-620. Synergy scores: CSS=61.6, Synergy_ZIP=-1.46, Synergy_Bliss=-1.30, Synergy_Loewe=-0.243, Synergy_HSA=-0.0904.